This data is from Forward reaction prediction with 1.9M reactions from USPTO patents (1976-2016). The task is: Predict the product of the given reaction. (1) Given the reactants N1(C2N=C(CC(=O)N3C4C(=C([C:24]([F:27])(F)[F:25])C=CC=4)CC3)NC(=O)C=2)CCOCC1.Cl.CN(C)[CH2:33][CH2:34][CH2:35][N:36]=[C:37]=NCC.[N:42]1([C:48]2[N:49]=[C:50]([CH2:55][C:56]([O-:58])=O)[NH:51][C:52](=[O:54])[CH:53]=2)[CH2:47][CH2:46][O:45][CH2:44][CH2:43]1.[Na+].[OH2:60].N1C=[CH:65][CH:64]=[CH:63][CH:62]=1, predict the reaction product. The product is: [F:25][CH:24]([F:27])[O:60][C:64]1[CH:65]=[CH:33][CH:34]=[C:35]2[C:63]=1[CH2:62][CH2:37][N:36]2[C:56](=[O:58])[CH2:55][C:50]1[NH:51][C:52](=[O:54])[CH:53]=[C:48]([N:42]2[CH2:43][CH2:44][O:45][CH2:46][CH2:47]2)[N:49]=1. (2) Given the reactants C[Si](Cl)(C)C.[I-].[Na+].[CH2:8]([O:10][C:11](=[O:33])[CH2:12][C:13]1(O)[C:20]2[N:19]([CH2:21][C:22]3[CH:27]=[CH:26][C:25]([Cl:28])=[CH:24][CH:23]=3)[C:18]([CH:29]([CH3:31])[CH3:30])=[N:17][C:16]=2[CH2:15][CH2:14]1)[CH3:9], predict the reaction product. The product is: [CH2:8]([O:10][C:11](=[O:33])[CH:12]=[C:13]1[C:20]2[N:19]([CH2:21][C:22]3[CH:27]=[CH:26][C:25]([Cl:28])=[CH:24][CH:23]=3)[C:18]([CH:29]([CH3:31])[CH3:30])=[N:17][C:16]=2[CH2:15][CH2:14]1)[CH3:9]. (3) Given the reactants C(O[CH:4]=[C:5]([C:11](=O)[CH3:12])[C:6]([O:8]CC)=[O:7])C.[OH-].[Na+].[F:16][C:17]([F:22])([F:21])[CH2:18][NH:19][NH2:20].Cl.[OH-].[K+], predict the reaction product. The product is: [CH3:12][C:11]1[N:19]([CH2:18][C:17]([F:22])([F:21])[F:16])[N:20]=[CH:4][C:5]=1[C:6]([OH:8])=[O:7]. (4) Given the reactants Br[C:2]1[CH:7]=[C:6]([Br:8])[CH:5]=[CH:4][C:3]=1[N+:9]([O-:11])=[O:10].[NH2:12][C:13]1[CH:20]=[CH:19][C:16]([C:17]#[N:18])=[CH:15][CH:14]=1.CC([O-])(C)C.[K+].Cl, predict the reaction product. The product is: [Br:8][C:6]1[CH:5]=[CH:4][C:3]([N+:9]([O-:11])=[O:10])=[C:2]([NH:12][C:13]2[CH:20]=[CH:19][C:16]([C:17]#[N:18])=[CH:15][CH:14]=2)[CH:7]=1. (5) Given the reactants [CH2:1]([O:3][C:4]1[CH:5]=[C:6]([CH:12]=[C:13]([O:16][CH2:17][CH3:18])[C:14]=1I)[C:7]([O:9][CH2:10][CH3:11])=[O:8])[CH3:2].C[Si](C)(C)[C:21]([F:27])([F:26])[C:22]([F:25])([F:24])[F:23].[F-].[K+].[Cl-].[NH4+], predict the reaction product. The product is: [CH2:1]([O:3][C:4]1[CH:5]=[C:6]([CH:12]=[C:13]([O:16][CH2:17][CH3:18])[C:14]=1[C:21]([F:27])([F:26])[C:22]([F:25])([F:24])[F:23])[C:7]([O:9][CH2:10][CH3:11])=[O:8])[CH3:2]. (6) The product is: [CH3:15][C:2]1[CH:3]=[C:4]2[C:9](=[CH:10][C:11]=1[N+:12]([O-:14])=[O:13])[N:8]=[CH:7][CH:6]=[N:5]2. Given the reactants Cl[C:2]1[CH:3]=[C:4]2[C:9](=[CH:10][C:11]=1[N+:12]([O-:14])=[O:13])[N:8]=[CH:7][CH:6]=[N:5]2.[CH3:15]B1OB(C)OB(C)O1.C(=O)([O-])[O-].[K+].[K+], predict the reaction product. (7) Given the reactants [Si]([O:8][C@H:9]1[CH2:14][CH2:13][C@H:12]([N:15]2[C:23](=[O:24])[C:22]3[C:17](=[CH:18][CH:19]=[CH:20][CH:21]=3)[C:16]2=[O:25])[CH2:11][CH2:10]1)(C(C)(C)C)(C)C.C([SiH](CC)CC)C.[CH:33]1([CH:36]=O)[CH2:35][CH2:34]1, predict the reaction product. The product is: [CH:33]1([CH2:36][O:8][C@H:9]2[CH2:14][CH2:13][C@H:12]([N:15]3[C:16](=[O:25])[C:17]4[C:22](=[CH:21][CH:20]=[CH:19][CH:18]=4)[C:23]3=[O:24])[CH2:11][CH2:10]2)[CH2:35][CH2:34]1. (8) The product is: [C:25]([O:24][C:23]([N:22]([CH3:30])[C@@H:20]([CH3:21])[C:19]([NH:18][C@@H:13]([C:14]([CH3:15])([CH3:16])[CH3:17])[C:12]([N:8]1[C@H:7]([C:33](=[O:45])[NH:34][C@H:35]2[C:44]3[C:39](=[CH:40][CH:41]=[CH:42][CH:43]=3)[CH2:38][CH2:37][CH2:36]2)[CH2:6][C:5]2[C:10](=[CH:11][C:2]([NH:1][CH2:46][C:48]3[CH:57]=[CH:56][C:51]([C:52]([O:54][CH3:55])=[O:53])=[CH:50][CH:49]=3)=[CH:3][CH:4]=2)[CH2:9]1)=[O:32])=[O:31])=[O:29])([CH3:27])([CH3:28])[CH3:26]. Given the reactants [NH2:1][C:2]1[CH:11]=[C:10]2[C:5]([CH2:6][C@@H:7]([C:33](=[O:45])[NH:34][C@H:35]3[C:44]4[C:39](=[CH:40][CH:41]=[CH:42][CH:43]=4)[CH2:38][CH2:37][CH2:36]3)[N:8]([C:12](=[O:32])[C@@H:13]([NH:18][C:19](=[O:31])[C@@H:20]([N:22]([CH3:30])[C:23](=[O:29])[O:24][C:25]([CH3:28])([CH3:27])[CH3:26])[CH3:21])[C:14]([CH3:17])([CH3:16])[CH3:15])[CH2:9]2)=[CH:4][CH:3]=1.[CH:46]([C:48]1[CH:57]=[CH:56][C:51]([C:52]([O:54][CH3:55])=[O:53])=[CH:50][CH:49]=1)=O.C(O[BH-](OC(=O)C)OC(=O)C)(=O)C.[Na+], predict the reaction product.